This data is from Reaction yield outcomes from USPTO patents with 853,638 reactions. The task is: Predict the reaction yield, written as a fraction of the theoretical maximum amount of product (1.0 means a 100% yield; for example, 0.34 means a 34% yield). (1) The reactants are [C:1]([C:3]1[CH:8]=[CH:7][CH:6]=[CH:5][C:4]=1[C:9]1[CH:14]=[CH:13][C:12]([CH2:15][C:16]2[C:17](=[O:40])[N:18]([C@H:28]3[CH2:33][CH2:32][C@H:31]([O:34][CH:35]([CH3:39])[C:36](O)=[O:37])[CH2:30][CH2:29]3)[C:19]3[N:20]([N:25]=[CH:26][N:27]=3)[C:21]=2[CH2:22][CH2:23][CH3:24])=[CH:11][CH:10]=1)#[N:2].[NH4+].O[N:43]1C2C=CC=CC=2N=N1.Cl.C(N=C=NCCCN(C)C)C.CN(C)C=O. The catalyst is C(OCC)(=O)C. The product is [C:1]([C:3]1[CH:8]=[CH:7][CH:6]=[CH:5][C:4]=1[C:9]1[CH:10]=[CH:11][C:12]([CH2:15][C:16]2[C:17](=[O:40])[N:18]([C@H:28]3[CH2:29][CH2:30][C@H:31]([O:34][CH:35]([CH3:39])[C:36]([NH2:43])=[O:37])[CH2:32][CH2:33]3)[C:19]3[N:20]([N:25]=[CH:26][N:27]=3)[C:21]=2[CH2:22][CH2:23][CH3:24])=[CH:13][CH:14]=1)#[N:2]. The yield is 0.730. (2) The reactants are C([O:5][C:6](=[O:18])[CH2:7][NH:8][C:9](=[O:17])[C:10]1[CH:15]=[CH:14][C:13]([OH:16])=[CH:12][CH:11]=1)(C)(C)C.[CH:19]1([CH2:22][CH2:23][CH2:24][CH2:25]O)[CH2:21][CH2:20]1. No catalyst specified. The product is [CH:19]1([CH2:22][CH2:23][CH2:24][CH2:25][O:16][C:13]2[CH:12]=[CH:11][C:10]([C:9]([NH:8][CH2:7][C:6]([OH:5])=[O:18])=[O:17])=[CH:15][CH:14]=2)[CH2:21][CH2:20]1. The yield is 0.880. (3) The reactants are [CH3:1][C:2]1([CH3:50])[CH2:13][C:12]2[CH:11]=[C:10]3[N:5]([CH2:6][CH2:7][N:8]([C:15]4[C:20]([CH:21]=[O:22])=[C:19]([C:23]5[CH:28]=[C:27]([NH:29][C:30]6[CH:35]=[CH:34][C:33]([N:36]7[CH2:41][CH2:40][N:39]([CH:42]8[CH2:45][O:44][CH2:43]8)[CH2:38][C@@H:37]7[CH2:46][CH3:47])=[CH:32][N:31]=6)[C:26](=[O:48])[N:25]([CH3:49])[CH:24]=5)[CH:18]=[CH:17][N:16]=4)[C:9]3=[O:14])[C:4]=2[CH2:3]1.[BH4-].[Na+]. The catalyst is CO. The product is [CH2:46]([C@H:37]1[CH2:38][N:39]([CH:42]2[CH2:43][O:44][CH2:45]2)[CH2:40][CH2:41][N:36]1[C:33]1[CH:34]=[CH:35][C:30]([NH:29][C:27]2[C:26](=[O:48])[N:25]([CH3:49])[CH:24]=[C:23]([C:19]3[CH:18]=[CH:17][N:16]=[C:15]([N:8]4[CH2:7][CH2:6][N:5]5[C:4]6[CH2:3][C:2]([CH3:50])([CH3:1])[CH2:13][C:12]=6[CH:11]=[C:10]5[C:9]4=[O:14])[C:20]=3[CH2:21][OH:22])[CH:28]=2)=[N:31][CH:32]=1)[CH3:47]. The yield is 0.720. (4) The reactants are [CH:1]1[C:10]2[C:5](=[CH:6][CH:7]=[CH:8][CH:9]=2)[CH:4]=[CH:3][C:2]=1[C:11]1([C:17](O)=O)[CH2:16][CH2:15][CH2:14][CH2:13][CH2:12]1.[CH3:20][NH:21][CH3:22]. No catalyst specified. The product is [CH3:20][N:21]([CH3:22])[CH2:17][C:11]1([C:2]2[CH:3]=[CH:4][C:5]3[C:10](=[CH:9][CH:8]=[CH:7][CH:6]=3)[CH:1]=2)[CH2:16][CH2:15][CH2:14][CH2:13][CH2:12]1. The yield is 0.110.